From a dataset of NCI-60 drug combinations with 297,098 pairs across 59 cell lines. Regression. Given two drug SMILES strings and cell line genomic features, predict the synergy score measuring deviation from expected non-interaction effect. (1) Drug 1: CS(=O)(=O)C1=CC(=C(C=C1)C(=O)NC2=CC(=C(C=C2)Cl)C3=CC=CC=N3)Cl. Drug 2: CC1CCCC2(C(O2)CC(NC(=O)CC(C(C(=O)C(C1O)C)(C)C)O)C(=CC3=CSC(=N3)C)C)C. Cell line: RPMI-8226. Synergy scores: CSS=9.45, Synergy_ZIP=7.40, Synergy_Bliss=11.6, Synergy_Loewe=-3.13, Synergy_HSA=2.81. (2) Drug 1: CC1CCC2CC(C(=CC=CC=CC(CC(C(=O)C(C(C(=CC(C(=O)CC(OC(=O)C3CCCCN3C(=O)C(=O)C1(O2)O)C(C)CC4CCC(C(C4)OC)O)C)C)O)OC)C)C)C)OC. Drug 2: CC(C)NC(=O)C1=CC=C(C=C1)CNNC.Cl. Cell line: SN12C. Synergy scores: CSS=4.71, Synergy_ZIP=-2.22, Synergy_Bliss=0.721, Synergy_Loewe=-17.0, Synergy_HSA=-0.381. (3) Drug 1: CN1CCC(CC1)COC2=C(C=C3C(=C2)N=CN=C3NC4=C(C=C(C=C4)Br)F)OC. Drug 2: C1C(C(OC1N2C=C(C(=O)NC2=O)F)CO)O. Cell line: CAKI-1. Synergy scores: CSS=47.0, Synergy_ZIP=7.23, Synergy_Bliss=6.92, Synergy_Loewe=9.15, Synergy_HSA=11.5. (4) Drug 1: CC(CN1CC(=O)NC(=O)C1)N2CC(=O)NC(=O)C2. Drug 2: CC(C)NC(=O)C1=CC=C(C=C1)CNNC.Cl. Cell line: ACHN. Synergy scores: CSS=34.5, Synergy_ZIP=-11.3, Synergy_Bliss=-1.25, Synergy_Loewe=-4.21, Synergy_HSA=0.153. (5) Drug 1: CN(C)N=NC1=C(NC=N1)C(=O)N. Drug 2: CC1=C2C(C(=O)C3(C(CC4C(C3C(C(C2(C)C)(CC1OC(=O)C(C(C5=CC=CC=C5)NC(=O)C6=CC=CC=C6)O)O)OC(=O)C7=CC=CC=C7)(CO4)OC(=O)C)O)C)OC(=O)C. Cell line: SK-OV-3. Synergy scores: CSS=38.5, Synergy_ZIP=-7.69, Synergy_Bliss=-9.20, Synergy_Loewe=-48.2, Synergy_HSA=-7.58. (6) Drug 1: CC1C(C(=O)NC(C(=O)N2CCCC2C(=O)N(CC(=O)N(C(C(=O)O1)C(C)C)C)C)C(C)C)NC(=O)C3=C4C(=C(C=C3)C)OC5=C(C(=O)C(=C(C5=N4)C(=O)NC6C(OC(=O)C(N(C(=O)CN(C(=O)C7CCCN7C(=O)C(NC6=O)C(C)C)C)C)C(C)C)C)N)C. Drug 2: C1C(C(OC1N2C=NC(=NC2=O)N)CO)O. Cell line: NCIH23. Synergy scores: CSS=20.6, Synergy_ZIP=-6.41, Synergy_Bliss=-3.02, Synergy_Loewe=-4.72, Synergy_HSA=-4.50. (7) Drug 1: C1=C(C(=O)NC(=O)N1)F. Drug 2: CC1=C(C(CCC1)(C)C)C=CC(=CC=CC(=CC(=O)O)C)C. Cell line: PC-3. Synergy scores: CSS=36.6, Synergy_ZIP=4.64, Synergy_Bliss=2.48, Synergy_Loewe=3.13, Synergy_HSA=4.12. (8) Drug 1: C1=C(C(=O)NC(=O)N1)F. Drug 2: C1=CN(C(=O)N=C1N)C2C(C(C(O2)CO)O)O.Cl. Cell line: MCF7. Synergy scores: CSS=35.3, Synergy_ZIP=2.59, Synergy_Bliss=1.40, Synergy_Loewe=6.06, Synergy_HSA=8.04. (9) Drug 1: CC1=C(C=C(C=C1)NC2=NC=CC(=N2)N(C)C3=CC4=NN(C(=C4C=C3)C)C)S(=O)(=O)N.Cl. Drug 2: C1=NC2=C(N=C(N=C2N1C3C(C(C(O3)CO)O)F)Cl)N. Cell line: ACHN. Synergy scores: CSS=25.4, Synergy_ZIP=0.417, Synergy_Bliss=-5.35, Synergy_Loewe=-5.80, Synergy_HSA=-3.31.